This data is from Forward reaction prediction with 1.9M reactions from USPTO patents (1976-2016). The task is: Predict the product of the given reaction. (1) Given the reactants O=[C:2]1[CH2:7][CH2:6][N:5]([C:8]([O:10][CH2:11][C:12]2[CH:17]=[CH:16][CH:15]=[CH:14][CH:13]=2)=[O:9])[CH2:4][CH2:3]1.[NH2:18][CH:19]=[C:20]([C:26]#[N:27])[C:21]([O:23][CH2:24][CH3:25])=[O:22].CC1C=CC(S(O)(=O)=O)=CC=1, predict the reaction product. The product is: [C:19](/[C:20](/[C:21]([O:23][CH2:24][CH3:25])=[O:22])=[CH:26]\[NH:27][C:2]1[CH2:7][CH2:6][N:5]([C:8]([O:10][CH2:11][C:12]2[CH:17]=[CH:16][CH:15]=[CH:14][CH:13]=2)=[O:9])[CH2:4][CH:3]=1)#[N:18]. (2) The product is: [CH:1]([O:4][C:5]1[CH:35]=[CH:34][C:8]([O:9][C:10]2[CH:15]=[CH:14][C:13]([C:16]3[CH:20]=[C:19]([CH:21]([NH2:23])[CH3:22])[O:18][N:17]=3)=[CH:12][CH:11]=2)=[CH:7][CH:6]=1)([CH3:2])[CH3:3]. Given the reactants [CH:1]([O:4][C:5]1[CH:35]=[CH:34][C:8]([O:9][C:10]2[CH:15]=[CH:14][C:13]([C:16]3[CH:20]=[C:19]([CH:21]([N:23]4C(=O)C5C(=CC=CC=5)C4=O)[CH3:22])[O:18][N:17]=3)=[CH:12][CH:11]=2)=[CH:7][CH:6]=1)([CH3:3])[CH3:2].O.NN, predict the reaction product.